From a dataset of Forward reaction prediction with 1.9M reactions from USPTO patents (1976-2016). Predict the product of the given reaction. (1) Given the reactants C(N(CC)CC)C.[NH2:8][C:9]1[CH:10]=[N:11][C:12]2[C:17]([C:18]=1[Cl:19])=[CH:16][CH:15]=[CH:14][CH:13]=2.[C:20](Cl)(=[O:24])[CH2:21][CH2:22][CH3:23].C(=O)(O)[O-].[Na+], predict the reaction product. The product is: [Cl:19][C:18]1[C:17]2[C:12](=[CH:13][CH:14]=[CH:15][CH:16]=2)[N:11]=[CH:10][C:9]=1[NH:8][C:20](=[O:24])[CH2:21][CH2:22][CH3:23]. (2) Given the reactants [C:1](O)(=O)C(O)=O.[CH3:7][O:8][C:9]1[CH:10]=[C:11]([CH2:17][C@:18]2([CH2:32][CH2:33][C:34]([O:36][CH3:37])=[O:35])[C:27]3[C:22](=[CH:23][C:24]([O:30][CH3:31])=[C:25]([O:28][CH3:29])[CH:26]=3)[CH2:21][CH2:20][NH:19]2)[CH:12]=[CH:13][C:14]=1[O:15][CH3:16].C(=O)(O)[O-].[Na+].ClCCl.[I:46]C, predict the reaction product. The product is: [I-:46].[CH3:7][O:8][C:9]1[CH:10]=[C:11]([CH2:17][C@:18]2([CH2:32][CH2:33][C:34]([O:36][CH3:37])=[O:35])[C:27]3[C:22](=[CH:23][C:24]([O:30][CH3:31])=[C:25]([O:28][CH3:29])[CH:26]=3)[CH2:21][CH2:20][NH+:19]2[CH3:1])[CH:12]=[CH:13][C:14]=1[O:15][CH3:16]. (3) Given the reactants [Br:1][C:2]1[CH:3]=[C:4]([CH:8]2[CH2:17][C:16]([CH3:19])([CH3:18])[C:15]3[C:10](=[CH:11][CH:12]=[C:13]([C:20]#[N:21])[CH:14]=3)[NH:9]2)[CH:5]=[CH:6][CH:7]=1.[H-].[Na+].I[CH3:25], predict the reaction product. The product is: [Br:1][C:2]1[CH:3]=[C:4]([CH:8]2[CH2:17][C:16]([CH3:18])([CH3:19])[C:15]3[C:10](=[CH:11][CH:12]=[C:13]([C:20]#[N:21])[CH:14]=3)[N:9]2[CH3:25])[CH:5]=[CH:6][CH:7]=1. (4) The product is: [Cl:8][C:5]1[CH:6]=[CH:7][C:2]([NH:1][S:27]([C:24]2[CH:23]=[CH:22][C:21]([O:20][C:19]([F:18])([F:31])[F:32])=[CH:26][CH:25]=2)(=[O:29])=[O:28])=[C:3]([C:9]([C:11]2[CH:16]=[CH:15][N:14]=[C:13]([CH3:17])[CH:12]=2)=[O:10])[CH:4]=1. Given the reactants [NH2:1][C:2]1[CH:7]=[CH:6][C:5]([Cl:8])=[CH:4][C:3]=1[C:9]([C:11]1[CH:16]=[CH:15][N:14]=[C:13]([CH3:17])[CH:12]=1)=[O:10].[F:18][C:19]([F:32])([F:31])[O:20][C:21]1[CH:26]=[CH:25][C:24]([S:27](Cl)(=[O:29])=[O:28])=[CH:23][CH:22]=1, predict the reaction product. (5) The product is: [Br:1][C:2]1[CH:3]=[C:4]([C:12]([C:14]2[CH:15]=[CH:16][C:17]([OH:20])=[CH:18][CH:19]=2)=[O:13])[CH:5]=[CH:6][C:7]=1[O:8][CH2:9][CH2:10][Br:11]. Given the reactants [Br:1][C:2]1[CH:3]=[C:4]([C:12]([C:14]2[CH:19]=[CH:18][C:17]([O:20]C)=[CH:16][CH:15]=2)=[O:13])[CH:5]=[CH:6][C:7]=1[O:8][CH2:9][CH2:10][Br:11].B(Br)(Br)Br.CCOC(C)=O, predict the reaction product.